From a dataset of Full USPTO retrosynthesis dataset with 1.9M reactions from patents (1976-2016). Predict the reactants needed to synthesize the given product. (1) The reactants are: [Ce+4].[NH4+].[CH3:3][O:4][C@@H:5]1[C@@H:10]2[CH2:11][C@@H:7]([C:8](=[O:21])[N:9]2CC2C=CC(OC)=CC=2)[CH2:6]1. Given the product [CH3:3][O:4][C@@H:5]1[C@@H:10]2[CH2:11][C@@H:7]([C:8](=[O:21])[NH:9]2)[CH2:6]1, predict the reactants needed to synthesize it. (2) Given the product [Cl:1][C:2]1[C:7]([O:8][CH3:9])=[CH:6][C:5]([O:10][CH3:11])=[C:4]([Cl:12])[C:3]=1[C:13]1[N:18]=[C:17]2[NH:19][N:20]=[C:21]([C:35]3[CH:36]=[C:37]4[C:32](=[CH:33][CH:34]=3)[C:31](=[O:48])[N:30]([C@H:27]3[CH2:26][CH2:25][C@H:24]([OH:23])[CH2:29][CH2:28]3)[CH2:38]4)[C:16]2=[CH:15][N:14]=1, predict the reactants needed to synthesize it. The reactants are: [Cl:1][C:2]1[C:7]([O:8][CH3:9])=[CH:6][C:5]([O:10][CH3:11])=[C:4]([Cl:12])[C:3]=1[C:13]1[N:18]=[C:17]2[NH:19][N:20]=[C:21](I)[C:16]2=[CH:15][N:14]=1.[OH:23][C@H:24]1[CH2:29][CH2:28][C@H:27]([N:30]2[CH2:38][C:37]3[C:32](=[CH:33][CH:34]=[C:35](B4OC(C)(C)C(C)(C)O4)[CH:36]=3)[C:31]2=[O:48])[CH2:26][CH2:25]1. (3) The reactants are: [N:1]1[CH:6]=[CH:5][CH:4]=[CH:3][C:2]=1[C:7](=[N:19][NH:20][C:21](=[O:33])[CH2:22][CH:23]([CH2:26][C:27]1[CH:32]=[CH:31][CH:30]=[CH:29][CH:28]=1)[CH2:24]Br)[CH2:8][C:9]1[C:18]2[C:13](=[CH:14][CH:15]=[CH:16][CH:17]=2)[N:12]=[CH:11][CH:10]=1.[H-].[Na+].[Cl-].[NH4+]. Given the product [CH2:26]([CH:23]1[CH2:24][N:20]([N:19]=[C:7]([C:2]2[CH:3]=[CH:4][CH:5]=[CH:6][N:1]=2)[CH2:8][C:9]2[C:18]3[C:13](=[CH:14][CH:15]=[CH:16][CH:17]=3)[N:12]=[CH:11][CH:10]=2)[C:21](=[O:33])[CH2:22]1)[C:27]1[CH:32]=[CH:31][CH:30]=[CH:29][CH:28]=1, predict the reactants needed to synthesize it.